From a dataset of Reaction yield outcomes from USPTO patents with 853,638 reactions. Predict the reaction yield, written as a fraction of the theoretical maximum amount of product (1.0 means a 100% yield; for example, 0.34 means a 34% yield). (1) The reactants are CC1(C)C(C)(C)OB([C:9]2[CH:17]=[C:16]3[C:12]([CH2:13][CH2:14][C:15]3=[O:18])=[CH:11][CH:10]=2)O1.I[C:21]1[CH:26]=[CH:25][N:24]=[C:23]2[NH:27][N:28]=[CH:29][C:22]=12.C(=O)([O-])[O-].[Na+].[Na+]. The catalyst is COCCOC.C(OCC)(=O)C.O. The product is [NH:27]1[C:23]2=[N:24][CH:25]=[CH:26][C:21]([C:9]3[CH:17]=[C:16]4[C:12]([CH2:13][CH2:14][C:15]4=[O:18])=[CH:11][CH:10]=3)=[C:22]2[CH:29]=[N:28]1. The yield is 0.560. (2) The reactants are [Cl:1][C:2]1[CH:3]=[C:4]([CH:6]=[C:7]([Cl:10])[C:8]=1[CH3:9])N.N([O-])=O.[Na+].[BrH:15]. The catalyst is O.CCOC(C)=O. The product is [Br:15][C:4]1[CH:6]=[C:7]([Cl:10])[C:8]([CH3:9])=[C:2]([Cl:1])[CH:3]=1. The yield is 0.450. (3) The reactants are [C:1]([C:3]1[CH:4]=[CH:5][C:6]([CH3:28])=[C:7]([N:9]([CH2:14][C:15]([N:17]([N:19]2[CH2:27][C:26]3[C:21](=[CH:22][CH:23]=[CH:24][CH:25]=3)[CH2:20]2)[CH3:18])=[O:16])[CH2:10]C(O)=O)[CH:8]=1)#[N:2].CC1[C:38]2[C:33](=CC(N)=C(C)C=2)[N:32]([CH:41]2CCCC[O:42]2)N=1.O[N:48]1[C:52]2[CH:53]=CC=C[C:51]=2N=N1.CCN=C=N[CH2:62][CH2:63][CH2:64]N(C)C.[C:68]([O:71]CC)(=[O:70])C.[CH3:74]CCCCC. The catalyst is ClCCl.CN(C)C=O. The product is [C:1]([C:3]1[CH:4]=[CH:5][C:6]([CH3:28])=[C:7]([N:9]([CH2:14][C:15]([N:17]([N:19]2[CH2:20][C:21]3[C:26](=[CH:25][CH:24]=[CH:23][CH:22]=3)[CH2:27]2)[CH3:18])=[O:16])[CH2:10][C:41]([NH:32][CH2:33][CH2:38][N:48]([C:68]([O:71][C:63]([CH3:64])([CH3:74])[CH3:62])=[O:70])[CH:52]([CH3:51])[CH3:53])=[O:42])[CH:8]=1)#[N:2]. The yield is 0.810. (4) The reactants are [CH3:1][C:2]([N+:8]([O-:10])=[O:9])([CH3:7])[CH2:3][CH2:4][CH:5]=O.[NH:11]1[CH2:17][C:15](=[O:16])[NH:14][C:12]1=[O:13].C(=O)([O-])[O-].[Na+].[Na+]. The catalyst is C(#N)C. The product is [CH3:1][C:2]([N+:8]([O-:10])=[O:9])([CH3:7])[CH2:3][CH2:4][CH:5]=[C:17]1[NH:11][C:12](=[O:13])[NH:14][C:15]1=[O:16]. The yield is 0.500. (5) The reactants are O[C:2]1[CH:7]=[C:6](C)[CH:5]=[CH:4][C:3]=1[NH:9][C:10](=[O:21])[C:11]1[CH:16]=[C:15]([N+:17]([O-:19])=[O:18])[CH:14]=[CH:13][C:12]=1[Cl:20].[C:22]1(C)C=CC(S(O)(=O)=O)=CC=1.O. The catalyst is C1(C)C(C)=CC=CC=1. The product is [Cl:20][C:12]1[CH:13]=[CH:14][C:15]([N+:17]([O-:19])=[O:18])=[CH:16][C:11]=1[C:10]1[O:21][C:4]2[CH:5]=[CH:6][C:7]([CH3:22])=[CH:2][C:3]=2[N:9]=1. The yield is 0.920. (6) The reactants are [F:1][C:2]1[C:7]([F:8])=[CH:6][CH:5]=[CH:4][C:3]=1[NH:9][C:10]1[CH:15]=[CH:14][N:13]=[CH:12][C:11]=1[N+:16]([O-])=O.[H][H]. The catalyst is CO.[Pd]. The product is [F:1][C:2]1[C:7]([F:8])=[CH:6][CH:5]=[CH:4][C:3]=1[NH:9][C:10]1[CH:15]=[CH:14][N:13]=[CH:12][C:11]=1[NH2:16]. The yield is 0.900.